The task is: Regression. Given a target protein amino acid sequence and a drug SMILES string, predict the binding affinity score between them. We predict pIC50 (pIC50 = -log10(IC50 in M); higher means more potent). Dataset: bindingdb_ic50.. This data is from Drug-target binding data from BindingDB using IC50 measurements. The drug is N#C[C@@H](c1ccccc1-c1ccc(Cl)cc1)C1CCN(c2ccc(C(=O)NS(=O)(=O)c3ccc(N[C@H](CCN4CCOCC4)CSc4ccccc4)c(S(=O)(=O)C(F)(F)F)c3)cc2)CC1. The target protein sequence is MSQSNRELVVDFLSYKLSQKGYSWSQFSDVEENRTEAPEGTESEMETPSAINGNPSWHLADSPAVNGATGHSSSLDAREVIPMAAVKQALREAGDEFELRYRRAFSDLTSQLHITPGTAYQSFEQVVNELFRDGVNWGRIVAFFSFGGALCVESVDKEMQVLVSRIAAWMATYLNDHLEPWIQENGGWDTFVELYGNNAAAESRKGQER. The pIC50 is 8.7.